This data is from Catalyst prediction with 721,799 reactions and 888 catalyst types from USPTO. The task is: Predict which catalyst facilitates the given reaction. (1) Reactant: C([O:4][C:5]1[CH:6]=[C:7]2[C:12](=[O:13])[O:11][C:9](=O)[C:8]2=[CH:14][CH:15]=1)(=O)C.[CH2:16]([NH2:20])[CH:17]([CH3:19])[CH3:18].C1(C)C=CC(S(O)(=O)=O)=CC=1. Product: [OH:4][C:5]1[CH:6]=[C:7]2[C:12](=[O:13])[N:20]([CH2:16][CH:17]([CH3:19])[CH3:18])[C:9](=[O:11])[C:8]2=[CH:14][CH:15]=1. The catalyst class is: 11. (2) Reactant: [C:1]([O:9][CH2:10][CH3:11])(=[O:8])[CH2:2][C:3]([O:5][CH2:6][CH3:7])=[O:4].[H-].[Na+].[F:14][C:15]1[C:20]([F:21])=[C:19](F)[CH:18]=[CH:17][C:16]=1[N+:23]([O-:25])=[O:24].[Cl-].[NH4+].FC1C(F)=CC=C([N+]([O-])=O)C=1C(C(OCC)=O)C(OCC)=O. Product: [F:21][C:20]1[C:15]([F:14])=[C:16]([N+:23]([O-:25])=[O:24])[CH:17]=[CH:18][C:19]=1[CH:2]([C:3]([O:5][CH2:6][CH3:7])=[O:4])[C:1]([O:9][CH2:10][CH3:11])=[O:8]. The catalyst class is: 60. (3) Reactant: [N+:1]([C:4]1[CH:17]=[CH:16][C:7]([O:8][CH2:9][CH2:10][N:11]2[CH2:15][CH2:14][CH2:13][CH2:12]2)=[CH:6][CH:5]=1)([O-])=O. Product: [N:11]1([CH2:10][CH2:9][O:8][C:7]2[CH:6]=[CH:5][C:4]([NH2:1])=[CH:17][CH:16]=2)[CH2:15][CH2:14][CH2:13][CH2:12]1. The catalyst class is: 153. (4) Reactant: [CH2:1]([C@H:8]1[NH:23][C:22](=[O:24])[C@@H:21]([CH3:25])[NH:20][C:19](=[O:26])[CH2:18][C@@H:17](/[CH:27]=[CH:28]/[CH2:29][CH2:30][S:31]C(C2C=CC=CC=2)(C2C=CC=CC=2)C2C=CC=CC=2)[O:16][C:15](=[O:51])[CH2:14][NH:13][C:12](=[O:52])[C@@H:11]([CH:53]([CH3:55])[CH3:54])[NH:10][C:9]1=[O:56])[C:2]1[CH:7]=[CH:6][CH:5]=[CH:4][CH:3]=1.[SiH](CC)(CC)CC.C(O)(C(F)(F)F)=O. Product: [CH2:1]([C@H:8]1[NH:23][C:22](=[O:24])[C@@H:21]([CH3:25])[NH:20][C:19](=[O:26])[CH2:18][C@@H:17](/[CH:27]=[CH:28]/[CH2:29][CH2:30][SH:31])[O:16][C:15](=[O:51])[CH2:14][NH:13][C:12](=[O:52])[C@@H:11]([CH:53]([CH3:55])[CH3:54])[NH:10][C:9]1=[O:56])[C:2]1[CH:7]=[CH:6][CH:5]=[CH:4][CH:3]=1. The catalyst class is: 2. (5) Reactant: F[C:2]1[CH:7]=[C:6]([I:8])[CH:5]=[CH:4][N:3]=1.O.[NH2:10][NH2:11]. Product: [NH:10]([C:2]1[CH:7]=[C:6]([I:8])[CH:5]=[CH:4][N:3]=1)[NH2:11]. The catalyst class is: 8. (6) Reactant: [Cl:1][C:2]1[C:7]([Cl:8])=[CH:6][CH:5]=[CH:4][N:3]=1.C([Li])CCC.CN([CH:17]=[O:18])C. Product: [Cl:1][C:2]1[C:7]([Cl:8])=[C:6]([CH:17]=[O:18])[CH:5]=[CH:4][N:3]=1. The catalyst class is: 1.